Predict the reactants needed to synthesize the given product. From a dataset of Full USPTO retrosynthesis dataset with 1.9M reactions from patents (1976-2016). (1) Given the product [CH3:14][C:15]1[CH:20]=[CH:19][CH:18]=[C:17]([C:21]#[C:22][CH:23]=[C:24]2[CH2:25][CH2:26][N:27]([C:8](=[O:10])[CH2:7][C:1]3[CH:2]=[CH:3][CH:4]=[CH:5][CH:6]=3)[CH2:28][CH2:29]2)[N:16]=1, predict the reactants needed to synthesize it. The reactants are: [C:1]1([CH2:7][C:8]([OH:10])=O)[CH:6]=[CH:5][CH:4]=[CH:3][CH:2]=1.N=C=N.[CH3:14][C:15]1[CH:20]=[CH:19][CH:18]=[C:17]([C:21]#[C:22][CH:23]=[C:24]2[CH2:29][CH2:28][NH:27][CH2:26][CH2:25]2)[N:16]=1. (2) Given the product [C:1]([O:5][C:6]([N:8]1[CH2:9][CH2:10][CH:11]([NH:14][C:15]2[CH:20]=[CH:19][CH:18]=[C:17]([S:21][C:22]3[CH:27]=[CH:26][C:25]([CH:28]=[CH:29][C:30]([OH:31])=[O:46])=[C:24]([C:38]([F:39])([F:40])[F:41])[C:23]=3[C:42]([F:43])([F:45])[F:44])[CH:16]=2)[CH2:12][CH2:13]1)=[O:7])([CH3:4])([CH3:3])[CH3:2], predict the reactants needed to synthesize it. The reactants are: [C:1]([O:5][C:6]([N:8]1[CH2:13][CH2:12][CH:11]([NH:14][C:15]2[CH:20]=[CH:19][CH:18]=[C:17]([S:21][C:22]3[CH:27]=[CH:26][C:25]([CH:28]=[CH:29][C:30](N4CCOCC4)=[O:31])=[C:24]([C:38]([F:41])([F:40])[F:39])[C:23]=3[C:42]([F:45])([F:44])[F:43])[CH:16]=2)[CH2:10][CH2:9]1)=[O:7])([CH3:4])([CH3:3])[CH3:2].[OH-:46].[K+]. (3) Given the product [CH3:7][O:8][C:9]([C:11]1[CH:12]=[C:13]([CH3:35])[C:14]2[O:20][C:19]3[C:21]([Cl:31])=[CH:22][C:23]([N:25]4[CH2:26][CH2:27][N:28]([CH2:1][CH2:2][CH2:3][CH2:4][CH3:5])[CH2:29][CH2:30]4)=[CH:24][C:18]=3[CH2:17][S:16](=[O:32])(=[O:33])[C:15]=2[CH:34]=1)=[O:10], predict the reactants needed to synthesize it. The reactants are: [CH:1](=O)[CH2:2][CH2:3][CH2:4][CH3:5].[CH3:7][O:8][C:9]([C:11]1[CH:12]=[C:13]([CH3:35])[C:14]2[O:20][C:19]3[C:21]([Cl:31])=[CH:22][C:23]([N:25]4[CH2:30][CH2:29][NH:28][CH2:27][CH2:26]4)=[CH:24][C:18]=3[CH2:17][S:16](=[O:33])(=[O:32])[C:15]=2[CH:34]=1)=[O:10].C([BH3-])#N.[Na+]. (4) The reactants are: [CH:1]1([CH2:4][O:5][C:6]2[N:11]=[C:10]([C:12]([OH:14])=O)[CH:9]=[CH:8][C:7]=2[CH:15]2[CH2:20][CH2:19][O:18][CH2:17][CH2:16]2)[CH2:3][CH2:2]1.[NH2:21][C:22]([CH2:29][CH3:30])([CH2:27][CH3:28])[C:23]([NH:25][CH3:26])=[O:24]. Given the product [CH2:27]([C:22]([NH:21][C:12]([C:10]1[CH:9]=[CH:8][C:7]([CH:15]2[CH2:20][CH2:19][O:18][CH2:17][CH2:16]2)=[C:6]([O:5][CH2:4][CH:1]2[CH2:2][CH2:3]2)[N:11]=1)=[O:14])([C:23](=[O:24])[NH:25][CH3:26])[CH2:29][CH3:30])[CH3:28], predict the reactants needed to synthesize it. (5) Given the product [OH:1][C:2]1[CH:11]=[C:10]2[C:5]([CH2:6][CH2:7][CH:8]([C:12]([O:14][CH2:15][CH3:16])=[O:13])[O:9]2)=[CH:4][CH:3]=1, predict the reactants needed to synthesize it. The reactants are: [OH:1][C:2]1[CH:11]=[C:10]2[C:5]([C:6](=O)[CH:7]=[C:8]([C:12]([O:14][CH2:15][CH3:16])=[O:13])[O:9]2)=[CH:4][CH:3]=1.Cl. (6) Given the product [C:11]([O:36][C:17](=[O:23])[NH:18][C:8]1[CH:13]=[CH:12][C:11](/[CH:14]=[CH:15]/[C:16]2[C:17]([O:23][CH3:24])=[N:18][CH:19]=[CH:20][C:21]=2[I:22])=[C:10]([N+:32]([O-:34])=[O:33])[CH:9]=1)([CH3:14])([CH3:12])[CH3:10], predict the reactants needed to synthesize it. The reactants are: C(OC([C:8]1[CH:13]=[CH:12][C:11]([CH2:14][CH:15](OC(=O)C(F)(F)F)[C:16]2[C:17]([O:23][CH3:24])=[N:18][CH:19]=[CH:20][C:21]=2[I:22])=[C:10]([N+:32]([O-:34])=[O:33])[C:9]=1N)=O)(C)(C)C.[OH2:36]. (7) Given the product [C:29]([CH2:28][CH2:27][N:26]([CH2:24][CH3:25])[C:21](=[O:23])[CH2:20][N:9]([C:4]1[CH:5]=[CH:6][CH:7]=[CH:8][C:3]=1[O:2][CH3:1])[S:10]([C:13]1[C:14]([CH3:19])=[CH:15][CH:16]=[CH:17][CH:18]=1)(=[O:12])=[O:11])#[N:30], predict the reactants needed to synthesize it. The reactants are: [CH3:1][O:2][C:3]1[CH:8]=[CH:7][CH:6]=[CH:5][C:4]=1[N:9]([CH2:20][C:21]([OH:23])=O)[S:10]([C:13]1[C:14]([CH3:19])=[CH:15][CH:16]=[CH:17][CH:18]=1)(=[O:12])=[O:11].[CH2:24]([NH:26][CH2:27][CH2:28][C:29]#[N:30])[CH3:25]. (8) Given the product [Cl:16][C:17]1[CH:22]=[CH:21][C:20]([C@H:23]([NH:30][C:2]2[C:3]3[N:11]=[CH:10][CH:9]=[C:8]([C:12]([NH2:14])=[O:13])[C:4]=3[N:5]=[CH:6][N:7]=2)[CH2:24][N:25]2[CH2:26][CH:27]([F:29])[CH2:28]2)=[CH:19][C:18]=1[C:31]([F:34])([F:32])[F:33], predict the reactants needed to synthesize it. The reactants are: O[C:2]1[C:3]2[N:11]=[CH:10][CH:9]=[C:8]([C:12]([NH2:14])=[O:13])[C:4]=2[N:5]=[CH:6][N:7]=1.Cl.[Cl:16][C:17]1[CH:22]=[CH:21][C:20]([C@H:23]([NH2:30])[CH2:24][N:25]2[CH2:28][CH:27]([F:29])[CH2:26]2)=[CH:19][C:18]=1[C:31]([F:34])([F:33])[F:32]. (9) Given the product [C:28]([O:30][C:5]1[CH:6]=[CH:7][C:2]([Br:1])=[CH:3][C:4]=1[O:11][CH2:12][C@@H:13]1[CH2:15][O:14]1)(=[O:29])[CH3:23], predict the reactants needed to synthesize it. The reactants are: [Br:1][C:2]1[CH:7]=[CH:6][C:5](C(=O)C)=[C:4]([O:11][CH2:12][C@@H:13]2[CH2:15][O:14]2)[CH:3]=1.C(=O)(O)[O-].[Na+].C1C=C(Cl)C=[C:23]([C:28]([O:30]O)=[O:29])C=1. (10) Given the product [CH2:32]([O:31][C:29](=[O:30])[NH:18][CH2:17][CH:14]1[CH2:13][C:12]2[CH:11]=[CH:10][CH:9]=[C:8]([C:3]3[CH:4]=[CH:5][CH:6]=[CH:7][C:2]=3[F:1])[C:16]=2[O:15]1)[C:33]1[CH:38]=[CH:37][CH:36]=[CH:35][CH:34]=1, predict the reactants needed to synthesize it. The reactants are: [F:1][C:2]1[CH:7]=[CH:6][CH:5]=[CH:4][C:3]=1[C:8]1[C:16]2[O:15][CH:14]([CH2:17][NH2:18])[CH2:13][C:12]=2[CH:11]=[CH:10][CH:9]=1.C(N(C(C)C)CC)(C)C.Cl[C:29]([O:31][CH2:32][C:33]1[CH:38]=[CH:37][CH:36]=[CH:35][CH:34]=1)=[O:30].C(OC(=O)NCC1CC2C=CC=C(C3CCCC3)C=2O1)C1C=CC=CC=1.